Binary Classification. Given a miRNA mature sequence and a target amino acid sequence, predict their likelihood of interaction. From a dataset of Experimentally validated miRNA-target interactions with 360,000+ pairs, plus equal number of negative samples. (1) The protein sequence of the target gene is MSFDPNLLHNNGHNGYPNGTSAALRETGVIEKLLTSYGFIQCSERQARLFFHCSQYNGNLQDLKVGDDVEFEVSSDRRTGKPIAIKLVKIKPEIHPEERMNGQVVCAVPHNLESKSPAAPGQSPTGSVCYERNGEVFYLTYTSEDVEGNVQLETGDKINFVIDNNKHTGAVSARNIMLLKKKQARCQGVVCAMKEAFGFIERGDVVKEIFFHYSEFKGDLETLQPGDDVEFTIKDRNGKEVATDVRLLPQGTVIFEDISIEHFEGTVTKVIPKVPSKNQNDPLPGRIKVDFVIPKELPFG.... The miRNA is cel-lsy-6-3p with sequence UUUUGUAUGAGACGCAUUUCGA. Result: 0 (no interaction). (2) Result: 0 (no interaction). The miRNA is mmu-miR-1968-5p with sequence UGCAGCUGUUAAGGAUGGUGGACU. The protein sequence of the target gene is MERAGPNSVRSQQQRDPDWVEAWLDDHRDFTFSYFIRKATRDMVNAWFSERVHNIPVCKEGIRAHTESCSCSLQQSPHADNTTPGAPARKISASEFDRPLRPIVVKDSEGTVSFLSDSGKKEQMPLTPPRFDSDEGDQCSRLLELVKDISSHLDVTALCHKIFLHIHGLISADRYSLFLVCEDSSKDKFLISRLFDVAEGSTLEEASNNCIRLEWNKGIVGHVAAFGEPLNIKDAYEDPRFNAEVDQITGYKTQSILCMPIKNHREEVVGVAQAINKKSGNGGTFTEKDEKDFAAYLAFC.... (3) The miRNA is mmu-miR-3965 with sequence UGCUUAUCAGCCUGAUGUU. The protein sequence of the target gene is MVALSLKICVRHCNVVKTMQFEPSTAVYDACRVIRERVPEAQTGQASDYGLFLSDEDPRKGIWLEAGRTLDYYMLRNGDILEYKKKQRPQKIRMLDGSVKTVMVDDSKTVGELLVTICSRIGITNYEEYSLIQETIEEKKEEGTGTLKKDRTLLRDERKMEKLKAKLHTDDDLNWLDHSRTFREQGVDENETLLLRRKFFYSDQNVDSRDPVQLNLLYVQARDDILNGSHPVSFEKACEFGGFQAQIQFGPHVEHKHKPGFLDLKEFLPKEYIKQRGAEKRIFQEHKNCGEMSEIEAKVK.... Result: 0 (no interaction). (4) The miRNA is hsa-miR-500a-5p with sequence UAAUCCUUGCUACCUGGGUGAGA. The protein sequence of the target gene is MRALCLLCWAVLLNLVRACPEPCDCGEKYGFQIADCAYRDLEGVPPGFPANVTTLSLSANRLPGLPEGAFREVPLLQSLWLAHNEIRSVAIGALAPLSHLKSLDLSHNLLSEFAWSDLHNLSALQLLKMDSNELAFIPRDAFSSLSALRSLQLNHNRLHALAEGTFAPLTALSHLQINDNPFDCTCGIVWFKTWALASAVSIPEQDNIACTTPHVLKGIPLGRLPPLPCSAPSVQLSYQPSQDGAELRPGFVLALHCDVDGQPVPQLHWHIHTPGGTVEIASPNVGTDGRALPGALATSG.... Result: 0 (no interaction).